Dataset: TCR-epitope binding with 47,182 pairs between 192 epitopes and 23,139 TCRs. Task: Binary Classification. Given a T-cell receptor sequence (or CDR3 region) and an epitope sequence, predict whether binding occurs between them. (1) The epitope is IQYIDIGNY. Result: 0 (the TCR does not bind to the epitope). The TCR CDR3 sequence is CASSRTSGTPDTQYF. (2) The epitope is LLALHRSYL. The TCR CDR3 sequence is CASSPLASEQFF. Result: 1 (the TCR binds to the epitope).